This data is from Forward reaction prediction with 1.9M reactions from USPTO patents (1976-2016). The task is: Predict the product of the given reaction. (1) The product is: [Br:16][C:2]1[CH:7]=[N:6][CH:5]=[C:4]([C:8]2[CH:13]=[CH:12][C:11]([CH3:14])=[CH:10][CH:9]=2)[N:3]=1. Given the reactants Cl[C:2]1[CH:7]=[N:6][CH:5]=[C:4]([C:8]2[CH:13]=[CH:12][C:11]([CH3:14])=[CH:10][CH:9]=2)[N:3]=1.P(Br)(Br)[Br:16].N, predict the reaction product. (2) Given the reactants [NH2:1][C:2]1[C:7]2=[CH:8][CH:9]=[C:10]([CH:11]3[O:16][CH2:15][CH2:14][N:13]([C:17]([O:19][C:20]([CH3:23])([CH3:22])[CH3:21])=[O:18])[CH2:12]3)[N:6]2[N:5]=[CH:4][N:3]=1.[Br:24]N1C(C)(C)C(=O)N(Br)C1=O, predict the reaction product. The product is: [NH2:1][C:2]1[C:7]2=[C:8]([Br:24])[CH:9]=[C:10]([CH:11]3[O:16][CH2:15][CH2:14][N:13]([C:17]([O:19][C:20]([CH3:23])([CH3:22])[CH3:21])=[O:18])[CH2:12]3)[N:6]2[N:5]=[CH:4][N:3]=1. (3) Given the reactants [Cl-].[CH3:2][C:3]1[CH:8]=[C:7]([CH3:9])[CH:6]=[C:5]([CH3:10])[C:4]=1[N+:11]1[CH:15]=[CH:14][N:13]([C:16]2[C:21]([CH3:22])=[CH:20][C:19]([CH3:23])=[CH:18][C:17]=2[CH3:24])[CH:12]=1.[S:25]([C:29]1[CH:35]=[CH:34][C:32]([CH3:33])=[CH:31][CH:30]=1)([O-:28])(=[O:27])=[O:26].[Na+], predict the reaction product. The product is: [S:25]([C:29]1[CH:35]=[CH:34][C:32]([CH3:33])=[CH:31][CH:30]=1)([O-:28])(=[O:27])=[O:26].[CH3:2][C:3]1[CH:8]=[C:7]([CH3:9])[CH:6]=[C:5]([CH3:10])[C:4]=1[N+:11]1[CH:15]=[CH:14][N:13]([C:16]2[C:21]([CH3:22])=[CH:20][C:19]([CH3:23])=[CH:18][C:17]=2[CH3:24])[CH:12]=1. (4) Given the reactants Cl.[CH:2]1[C:10]2[C:9]3[CH:11]=[CH:12][CH:13]=[CH:14][C:8]=3[S:7][C:6]=2[C:5]([CH:15]([N:19]2[CH2:24][CH2:23][N:22]([CH3:25])[CH2:21][CH2:20]2)[C:16]([OH:18])=[O:17])=[CH:4][CH:3]=1.CN(C(ON1N=NC2C=CC=CC1=2)=[N+](C)C)C.[B-](F)(F)(F)F.CN1C2C=CC(Cl)=CC=2C(C2C=CC=CC=2)=NCC1=O.[Cl:68][C:69]1[CH:70]=[C:71]([NH:76][NH2:77])[CH:72]=[C:73]([Cl:75])[CH:74]=1, predict the reaction product. The product is: [CH:16]([OH:18])=[O:17].[CH:2]1[C:10]2[C:9]3[CH:11]=[CH:12][CH:13]=[CH:14][C:8]=3[S:7][C:6]=2[C:5]([CH:15]([N:19]2[CH2:20][CH2:21][N:22]([CH3:25])[CH2:23][CH2:24]2)[C:16]([NH:77][NH:76][C:71]2[CH:70]=[C:69]([Cl:68])[CH:74]=[C:73]([Cl:75])[CH:72]=2)=[O:17])=[CH:4][CH:3]=1. (5) Given the reactants [S:1]([N:11]1[C:19]2[C:14](=[N:15][C:16]([NH:20][C:21](=[O:27])[O:22][C:23]([CH3:26])([CH3:25])[CH3:24])=[CH:17][N:18]=2)[CH:13]=[CH:12]1)([C:4]1[CH:10]=[CH:9][C:7]([CH3:8])=[CH:6][CH:5]=1)(=[O:3])=[O:2].[H-].[Na+].Br[CH2:31][C:32]([NH2:34])=[O:33], predict the reaction product. The product is: [NH2:34][C:32](=[O:33])[CH2:31][N:20]([C:16]1[N:15]=[C:14]2[CH:13]=[CH:12][N:11]([S:1]([C:4]3[CH:5]=[CH:6][C:7]([CH3:8])=[CH:9][CH:10]=3)(=[O:2])=[O:3])[C:19]2=[N:18][CH:17]=1)[C:21](=[O:27])[O:22][C:23]([CH3:24])([CH3:26])[CH3:25]. (6) Given the reactants [NH2:1][C:2]1[C:3]([F:19])=[C:4]([NH:9][S:10]([C:13]2[CH:18]=[CH:17][CH:16]=[CH:15][CH:14]=2)(=[O:12])=[O:11])[CH:5]=[CH:6][C:7]=1[F:8].Cl[C:21]1[C:30]2[C:25](=[C:26]([C:31](Cl)=[O:32])[CH:27]=[CH:28][CH:29]=2)[N:24]=[CH:23][N:22]=1.[NH3:34], predict the reaction product. The product is: [C:13]1([S:10]([NH:9][C:4]2[C:3]([F:19])=[C:2]([NH:1][C:31]([C:26]3[CH:27]=[CH:28][CH:29]=[C:30]4[C:25]=3[N:24]=[CH:23][N:22]=[C:21]4[NH2:34])=[O:32])[C:7]([F:8])=[CH:6][CH:5]=2)(=[O:12])=[O:11])[CH:18]=[CH:17][CH:16]=[CH:15][CH:14]=1. (7) Given the reactants Br[CH2:2][CH2:3][O:4][C:5]1[CH:10]=[C:9]([S:11]([CH3:14])(=[O:13])=[O:12])[CH:8]=[C:7]([F:15])[CH:6]=1.[CH:16]1([NH2:21])[CH2:20][CH2:19][CH2:18][CH2:17]1, predict the reaction product. The product is: [F:15][C:7]1[CH:6]=[C:5]([CH:10]=[C:9]([S:11]([CH3:14])(=[O:13])=[O:12])[CH:8]=1)[O:4][CH2:3][CH2:2][NH:21][CH:16]1[CH2:20][CH2:19][CH2:18][CH2:17]1. (8) Given the reactants C(=O)([O-])[O-].[K+].[K+].[NH:7]1[CH2:10][CH2:9][CH:8]1[CH2:11][N:12]([CH2:19][C:20]1[CH:25]=[CH:24][CH:23]=[CH:22][CH:21]=1)[C@H:13]([C:15](OC)=[O:16])[CH3:14], predict the reaction product. The product is: [CH2:19]([N:12]1[CH2:11][CH:8]2[N:7]([CH2:10][CH2:9]2)[C:15](=[O:16])[CH:13]1[CH3:14])[C:20]1[CH:25]=[CH:24][CH:23]=[CH:22][CH:21]=1. (9) Given the reactants Cl.Cl.[NH2:3][C:4]1[CH:5]=[CH:6][C:7]([N:11]2[CH2:16][CH2:15][CH2:14][C@@H:13]([C:17]([N:19]3[CH2:23][CH2:22][CH2:21][CH2:20]3)=[O:18])[CH2:12]2)=[N:8][C:9]=1[NH2:10].[CH:24]([C:26]1[CH:27]=[C:28]([CH:31]=[CH:32][CH:33]=1)[C:29]#[N:30])=O.S(S([O-])=O)([O-])=O.[Na+].[Na+].O, predict the reaction product. The product is: [N:19]1([C:17]([C@@H:13]2[CH2:14][CH2:15][CH2:16][N:11]([C:7]3[N:8]=[C:9]4[NH:10][C:24]([C:26]5[CH:27]=[C:28]([CH:31]=[CH:32][CH:33]=5)[C:29]#[N:30])=[N:3][C:4]4=[CH:5][CH:6]=3)[CH2:12]2)=[O:18])[CH2:23][CH2:22][CH2:21][CH2:20]1.